From a dataset of Full USPTO retrosynthesis dataset with 1.9M reactions from patents (1976-2016). Predict the reactants needed to synthesize the given product. Given the product [Cl:18][C:19]1[CH:20]=[CH:21][C:22]([O:26][CH3:27])=[C:23]([CH:25]=1)[NH:24][C:2]1[CH:7]=[C:6]([C:8]([F:11])([F:10])[F:9])[N:5]=[C:4]([C:12]2[CH:17]=[CH:16][N:15]=[CH:14][CH:13]=2)[N:3]=1, predict the reactants needed to synthesize it. The reactants are: Cl[C:2]1[CH:7]=[C:6]([C:8]([F:11])([F:10])[F:9])[N:5]=[C:4]([C:12]2[CH:17]=[CH:16][N:15]=[CH:14][CH:13]=2)[N:3]=1.[Cl:18][C:19]1[CH:20]=[CH:21][C:22]([O:26][CH3:27])=[C:23]([CH:25]=1)[NH2:24].